This data is from Full USPTO retrosynthesis dataset with 1.9M reactions from patents (1976-2016). The task is: Predict the reactants needed to synthesize the given product. Given the product [Br:14][C:3]1[C:4]([NH:10][CH2:11][C:12]#[CH:13])=[N:5][C:6]([S:8][CH3:9])=[N:7][C:2]=1[Cl:1], predict the reactants needed to synthesize it. The reactants are: [Cl:1][C:2]1[N:7]=[C:6]([S:8][CH3:9])[N:5]=[C:4]([NH:10][CH2:11][C:12]#[CH:13])[CH:3]=1.[Br:14]N1C(=O)CCC1=O.